Dataset: Reaction yield outcomes from USPTO patents with 853,638 reactions. Task: Predict the reaction yield, written as a fraction of the theoretical maximum amount of product (1.0 means a 100% yield; for example, 0.34 means a 34% yield). The reactants are Cl[CH2:2][C:3]1[N:4]=[C:5]2[C:10]([NH:11][CH2:12][C:13]3[C:18]([CH3:19])=[CH:17][CH:16]=[CH:15][C:14]=3[CH3:20])=[CH:9][CH:8]=[CH:7][N:6]2[C:21]=1[CH3:22].[CH3:23][OH:24]. No catalyst specified. The product is [CH3:20][C:14]1[CH:15]=[CH:16][CH:17]=[C:18]([CH3:19])[C:13]=1[CH2:12][NH:11][C:10]1[C:5]2[N:6]([C:21]([CH3:22])=[C:3]([CH2:2][O:24][CH3:23])[N:4]=2)[CH:7]=[CH:8][CH:9]=1. The yield is 0.440.